This data is from Forward reaction prediction with 1.9M reactions from USPTO patents (1976-2016). The task is: Predict the product of the given reaction. (1) Given the reactants [OH-].[Na+].[C:3]([CH2:5][C:6]1[C:16]([F:17])=[CH:15][C:9]([C:10]([O:12]CC)=[O:11])=[C:8]([F:18])[C:7]=1[CH3:19])#[N:4].Br[CH2:21][CH2:22]Br.Cl, predict the reaction product. The product is: [C:3]([C:5]1([C:6]2[C:16]([F:17])=[CH:15][C:9]([C:10]([OH:12])=[O:11])=[C:8]([F:18])[C:7]=2[CH3:19])[CH2:22][CH2:21]1)#[N:4]. (2) Given the reactants [NH2:1][C:2]1[S:3][CH:4]=[CH:5][N:6]=1.Cl[C:8]([O:10][C:11]1[CH:16]=[CH:15][CH:14]=[CH:13][CH:12]=1)=[O:9], predict the reaction product. The product is: [S:3]1[CH:4]=[CH:5][N:6]=[C:2]1[NH:1][C:8](=[O:9])[O:10][C:11]1[CH:16]=[CH:15][CH:14]=[CH:13][CH:12]=1. (3) Given the reactants [CH2:1]([CH:3]([CH2:17][CH3:18])[CH2:4][N:5]1[CH:13]=[C:12]2[C:7]([CH:8]=[C:9]([C:14]([OH:16])=O)[CH:10]=[CH:11]2)=[N:6]1)[CH3:2].[Cl:19][C:20]1[CH:21]=[CH:22][C:23]([N:28]2[CH:32]=[N:31][CH:30]=[N:29]2)=[C:24]([CH2:26][NH2:27])[CH:25]=1.C(Cl)CCl.C(O)(=O)CC(CC(O)=O)(C(O)=O)O, predict the reaction product. The product is: [Cl:19][C:20]1[CH:21]=[CH:22][C:23]([N:28]2[CH:32]=[N:31][CH:30]=[N:29]2)=[C:24]([CH:25]=1)[CH2:26][NH:27][C:14]([C:9]1[CH:10]=[CH:11][C:12]2[C:7]([CH:8]=1)=[N:6][N:5]([CH2:4][CH:3]([CH2:1][CH3:2])[CH2:17][CH3:18])[CH:13]=2)=[O:16]. (4) Given the reactants C(=O)([O-])[O-].[Cs+].[Cs+].[CH3:7][O:8][C:9]1[CH:27]=[CH:26][C:12]([CH2:13][N:14]2[N:18]=[N:17][C:16]([C:19]3[CH:20]=[C:21]([OH:25])[CH:22]=[CH:23][CH:24]=3)=[N:15]2)=[CH:11][CH:10]=1.[CH2:28]([O:30][C:31]([C:33]1[C:34]2[S:42][CH:41]=[C:40]([CH2:43]Br)[C:35]=2[C:36]([Cl:39])=[N:37][CH:38]=1)=[O:32])[CH3:29], predict the reaction product. The product is: [CH2:28]([O:30][C:31]([C:33]1[C:34]2[S:42][CH:41]=[C:40]([CH2:43][O:25][C:21]3[CH:22]=[CH:23][CH:24]=[C:19]([C:16]4[N:17]=[N:18][N:14]([CH2:13][C:12]5[CH:11]=[CH:10][C:9]([O:8][CH3:7])=[CH:27][CH:26]=5)[N:15]=4)[CH:20]=3)[C:35]=2[C:36]([Cl:39])=[N:37][CH:38]=1)=[O:32])[CH3:29]. (5) Given the reactants O1CCOCC1.[C:7]([O:11][C:12]([N:14]1[CH2:18][CH2:17][CH2:16][C@H:15]1[C:19]1[NH:20][C:21]([C:24]2[CH:29]=[CH:28][C:27](Br)=[CH:26][CH:25]=2)=[CH:22][N:23]=1)=[O:13])([CH3:10])([CH3:9])[CH3:8].[B:31]1([B:31]2[O:35][C:34]([CH3:37])([CH3:36])[C:33]([CH3:39])([CH3:38])[O:32]2)[O:35][C:34]([CH3:37])([CH3:36])[C:33]([CH3:39])([CH3:38])[O:32]1.C([O-])(=O)C.[K+], predict the reaction product. The product is: [C:7]([O:11][C:12]([N:14]1[CH2:18][CH2:17][CH2:16][C@H:15]1[C:19]1[NH:20][C:21]([C:24]2[CH:29]=[CH:28][C:27]([B:31]3[O:35][C:34]([CH3:37])([CH3:36])[C:33]([CH3:39])([CH3:38])[O:32]3)=[CH:26][CH:25]=2)=[CH:22][N:23]=1)=[O:13])([CH3:10])([CH3:9])[CH3:8]. (6) Given the reactants [CH3:1][O:2][C:3]1[CH:8]=[CH:7][C:6]([NH2:9])=[CH:5][C:4]=1[O:10][CH2:11][CH2:12][N:13]1[CH2:18][CH2:17][CH2:16][CH2:15][CH2:14]1.[CH3:19][O:20][CH:21]([O:24][CH3:25])[CH:22]=O, predict the reaction product. The product is: [CH3:19][O:20][CH:21]([O:24][CH3:25])[CH2:22][NH:9][C:6]1[CH:7]=[CH:8][C:3]([O:2][CH3:1])=[C:4]([O:10][CH2:11][CH2:12][N:13]2[CH2:18][CH2:17][CH2:16][CH2:15][CH2:14]2)[CH:5]=1. (7) Given the reactants [CH3:1][O:2][CH2:3][O:4][C:5]1[C:6]([CH3:18])=[C:7]2[C:12](=[C:13]([CH3:16])[C:14]=1[CH3:15])[S:11][CH2:10][CH2:9][C:8]2=[O:17].Cl[CH2:20][CH2:21]Cl.[H-].[Na+].O, predict the reaction product. The product is: [CH3:1][O:2][CH2:3][O:4][C:5]1[C:6]([CH3:18])=[C:7]2[C:12](=[C:13]([CH3:16])[C:14]=1[CH3:15])[S:11][CH2:10][C:9]1([CH2:21][CH2:20]1)[C:8]2=[O:17].